Task: Predict the reactants needed to synthesize the given product.. Dataset: Full USPTO retrosynthesis dataset with 1.9M reactions from patents (1976-2016) (1) Given the product [CH3:3][N:4]([CH2:5][C@@H:6]1[CH2:11][CH2:10][CH2:9][N:8]([C:25]([C:23]2[S:24][C:20]([C:17]3[C:16]([CH3:28])=[C:15]([C:14]([F:29])([F:30])[F:13])[O:19][N:18]=3)=[CH:21][CH:22]=2)=[O:26])[CH2:7]1)[CH3:12], predict the reactants needed to synthesize it. The reactants are: Cl.Cl.[CH3:3][N:4]([CH3:12])[CH2:5][C@@H:6]1[CH2:11][CH2:10][CH2:9][NH:8][CH2:7]1.[F:13][C:14]([F:30])([F:29])[C:15]1[O:19][N:18]=[C:17]([C:20]2[S:24][C:23]([C:25](Cl)=[O:26])=[CH:22][CH:21]=2)[C:16]=1[CH3:28]. (2) Given the product [CH:1]1([C:6]2[N:11]=[C:10]([CH2:12][C:13]3[CH:18]=[CH:17][C:16]([CH2:19][C:20]([OH:22])=[O:21])=[CH:15][CH:14]=3)[CH:9]=[C:8]([C:24]([F:26])([F:27])[F:25])[N:7]=2)[CH2:5][CH2:4][CH2:3][CH2:2]1, predict the reactants needed to synthesize it. The reactants are: [CH:1]1([C:6]2[N:11]=[C:10]([CH2:12][C:13]3[CH:18]=[CH:17][C:16]([CH2:19][C:20]([O:22]C)=[O:21])=[CH:15][CH:14]=3)[CH:9]=[C:8]([C:24]([F:27])([F:26])[F:25])[N:7]=2)[CH2:5][CH2:4][CH2:3][CH2:2]1.[OH-].[Li+]. (3) Given the product [CH3:14][C:15]1[CH:23]=[C:22]([CH3:24])[CH:21]=[C:20]2[C:16]=1[CH:17]=[C:18]([C:25]([NH:1][C@@H:2]1[CH2:6][CH2:5][NH:4][CH2:3]1)=[O:26])[NH:19]2, predict the reactants needed to synthesize it. The reactants are: [NH2:1][C@@H:2]1[CH2:6][CH2:5][N:4](C(OC(C)(C)C)=O)[CH2:3]1.[CH3:14][C:15]1[CH:23]=[C:22]([CH3:24])[CH:21]=[C:20]2[C:16]=1[CH:17]=[C:18]([C:25](O)=[O:26])[NH:19]2.N.